Dataset: Forward reaction prediction with 1.9M reactions from USPTO patents (1976-2016). Task: Predict the product of the given reaction. The product is: [F:26][C:25]([F:28])([F:27])[S:22]([O:20][C:12]1[C:13]2[C:18](=[C:17]([CH3:19])[CH:16]=[CH:15][CH:14]=2)[C:9]([C:7]([N:3]2[CH2:2][CH:1]3[CH:5]([CH2:6]3)[CH2:4]2)=[O:8])=[CH:10][CH:11]=1)(=[O:23])=[O:21]. Given the reactants [CH:1]12[CH2:6][CH:5]1[CH2:4][N:3]([C:7]([C:9]1[C:18]3[C:13](=[CH:14][CH:15]=[CH:16][C:17]=3[CH3:19])[C:12]([OH:20])=[CH:11][CH:10]=1)=[O:8])[CH2:2]2.[O:21](S(C(F)(F)F)(=O)=O)[S:22]([C:25]([F:28])([F:27])[F:26])(=O)=[O:23], predict the reaction product.